From a dataset of Reaction yield outcomes from USPTO patents with 853,638 reactions. Predict the reaction yield, written as a fraction of the theoretical maximum amount of product (1.0 means a 100% yield; for example, 0.34 means a 34% yield). (1) The reactants are C[Al](C)C.[CH:5]1([CH2:8][NH2:9])[CH2:7][CH2:6]1.C[O:11][C:12](=O)[C:13]1[CH:18]=[CH:17][C:16]([O:19][CH2:20][C:21]2[C:22]([C:30]3[CH:35]=[CH:34][CH:33]=[CH:32][CH:31]=3)=[N:23][O:24][C:25]=2[C:26]([F:29])([F:28])[F:27])=[N:15][CH:14]=1.O. The catalyst is O1CCOCC1. The product is [CH:5]1([CH2:8][NH:9][C:12](=[O:11])[C:13]2[CH:18]=[CH:17][C:16]([O:19][CH2:20][C:21]3[C:22]([C:30]4[CH:35]=[CH:34][CH:33]=[CH:32][CH:31]=4)=[N:23][O:24][C:25]=3[C:26]([F:29])([F:28])[F:27])=[N:15][CH:14]=2)[CH2:7][CH2:6]1. The yield is 0.830. (2) The reactants are [NH2:1][C:2]1[CH:11]=[CH:10][C:5]([C:6]([O:8][CH3:9])=[O:7])=[CH:4][CH:3]=1.Cl[C:13]1[CH:18]=[N:17][CH:16]=[CH:15][N:14]=1. The product is [N:14]1[CH:15]=[CH:16][N:17]=[CH:18][C:13]=1[NH:1][C:2]1[CH:3]=[CH:4][C:5]([C:6]([O:8][CH3:9])=[O:7])=[CH:10][CH:11]=1. The catalyst is CCOC(C)=O. The yield is 0.900. (3) The yield is 0.920. The product is [CH2:13]([NH:15][C:2]1[C:7]([CH:8]=[O:9])=[CH:6][N:5]=[C:4]2[NH:10][CH:11]=[CH:12][C:3]=12)[CH3:14]. No catalyst specified. The reactants are Cl[C:2]1[C:7]([CH:8]=[O:9])=[CH:6][N:5]=[C:4]2[NH:10][CH:11]=[CH:12][C:3]=12.[CH2:13]([NH2:15])[CH3:14].COCCO. (4) The reactants are [NH2:1][CH2:2][CH2:3][CH2:4][CH2:5][N:6]1[CH2:10][CH2:9][CH2:8][CH2:7]1.C[Si](C)(C)[O:13][C:14]1[CH:21]=[CH:20][C:17]([CH:18]=O)=[CH:16][CH:15]=1. No catalyst specified. The product is [N:6]1([CH2:5][CH2:4][CH2:3][CH2:2][NH:1][CH2:18][C:17]2[CH:20]=[CH:21][C:14]([OH:13])=[CH:15][CH:16]=2)[CH2:10][CH2:9][CH2:8][CH2:7]1. The yield is 0.990. (5) The product is [C:32]([O:1][CH:2]([CH3:15])[CH2:3][C:4](=[O:5])[CH:6]1[C:11]([CH3:13])([CH3:12])[CH2:10][CH2:9][CH:8]=[C:7]1[CH3:14])(=[O:39])[C:33]1[CH:38]=[CH:37][CH:36]=[CH:35][CH:34]=1. The yield is 0.730. The reactants are [OH:1][CH:2]([CH3:15])[CH2:3][C:4]([CH:6]1[C:11]([CH3:13])([CH3:12])[CH2:10][CH2:9][CH:8]=[C:7]1[CH3:14])=[O:5].CCN(CC)CC.CN(C1C=CC=CN=1)C.[C:32](Cl)(=[O:39])[C:33]1[CH:38]=[CH:37][CH:36]=[CH:35][CH:34]=1.Cl. The catalyst is C(Cl)Cl. (6) The reactants are C[O:2][C:3]([C:5]1[N:6]=[CH:7][N:8]([CH2:10][CH2:11][N:12]2[C:20]3[C:15](=[CH:16][CH:17]=[CH:18][CH:19]=3)[C@@:14]3([CH2:22][C@@H:21]3[C:23]3[CH:28]=[CH:27][C:26]([Cl:29])=[CH:25][CH:24]=3)[C:13]2=[O:30])[CH:9]=1)=[O:4].COC(C1N=CN(CCN2C3C(=CC=CC=3)[C@]3(C[C@H]3C3C=CC(Cl)=CC=3)C2=O)C=1)=O.O[Li].O. The catalyst is CO.O. The product is [Cl:29][C:26]1[CH:27]=[CH:28][C:23]([C@H:21]2[C@@:14]3([C:15]4[C:20](=[CH:19][CH:18]=[CH:17][CH:16]=4)[N:12]([CH2:11][CH2:10][N:8]4[CH:9]=[C:5]([C:3]([OH:4])=[O:2])[N:6]=[CH:7]4)[C:13]3=[O:30])[CH2:22]2)=[CH:24][CH:25]=1. The yield is 0.880.